This data is from Forward reaction prediction with 1.9M reactions from USPTO patents (1976-2016). The task is: Predict the product of the given reaction. (1) Given the reactants O[C:2]1[C:11]2[C:6](=[CH:7][C:8]([C:12]([F:15])([F:14])[F:13])=[CH:9][CH:10]=2)[N:5]=[CH:4][CH:3]=1.[Cl:16]CCl, predict the reaction product. The product is: [Cl:16][C:2]1[C:11]2[C:6](=[CH:7][C:8]([C:12]([F:15])([F:14])[F:13])=[CH:9][CH:10]=2)[N:5]=[CH:4][CH:3]=1. (2) Given the reactants C([O-])C.[Na+].C(OC(=O)[N:9]=[S:10]([CH2:13][C:14]1[CH:19]=[C:18]([O:20][CH3:21])[N:17]=[C:16]([NH:22][C:23]2[CH:28]=[C:27]([C:29]3[CH:34]=[CH:33][C:32]([F:35])=[CH:31][C:30]=3[O:36][CH3:37])[C:26]([F:38])=[CH:25][N:24]=2)[CH:15]=1)([CH3:12])=[O:11])C, predict the reaction product. The product is: [F:38][C:26]1[C:27]([C:29]2[CH:34]=[CH:33][C:32]([F:35])=[CH:31][C:30]=2[O:36][CH3:37])=[CH:28][C:23]([NH:22][C:16]2[CH:15]=[C:14]([CH2:13][S:10]([CH3:12])(=[NH:9])=[O:11])[CH:19]=[C:18]([O:20][CH3:21])[N:17]=2)=[N:24][CH:25]=1. (3) Given the reactants [CH2:1]([Mg]Br)[CH3:2].C(O[C:8](=[O:21])[C@@H:9]1[CH2:13][CH2:12][CH2:11][N:10]1[CH2:14][C:15]1[CH:20]=[CH:19][CH:18]=[CH:17][CH:16]=1)C.[OH-].[Na+], predict the reaction product. The product is: [CH2:14]([N:10]1[CH2:11][CH2:12][CH2:13][C@H:9]1[C:8]1([OH:21])[CH2:2][CH2:1]1)[C:15]1[CH:16]=[CH:17][CH:18]=[CH:19][CH:20]=1. (4) Given the reactants [CH2:1]([O:8][C:9](=[O:31])[C@@H:10]([NH:23][C:24]([O:26][C:27]([CH3:30])([CH3:29])[CH3:28])=[O:25])[CH2:11][CH2:12][C:13](=[O:22])[NH:14][C:15]1[CH:20]=[CH:19][CH:18]=[CH:17][C:16]=1[NH2:21])[C:2]1[CH:7]=[CH:6][CH:5]=[CH:4][CH:3]=1.[C:32]([C:36]1[CH:43]=[CH:42][C:39]([CH:40]=O)=[CH:38][CH:37]=1)([CH3:35])([CH3:34])[CH3:33].C(O[BH-](OC(=O)C)OC(=O)C)(=O)C.[Na+].[OH-].[Na+], predict the reaction product. The product is: [CH2:1]([O:8][C:9](=[O:31])[C@@H:10]([NH:23][C:24]([O:26][C:27]([CH3:28])([CH3:30])[CH3:29])=[O:25])[CH2:11][CH2:12][C:13](=[O:22])[NH:14][C:15]1[CH:20]=[CH:19][CH:18]=[CH:17][C:16]=1[NH:21][CH2:40][C:39]1[CH:42]=[CH:43][C:36]([C:32]([CH3:35])([CH3:34])[CH3:33])=[CH:37][CH:38]=1)[C:2]1[CH:7]=[CH:6][CH:5]=[CH:4][CH:3]=1. (5) Given the reactants [CH:1]([C:3]1[C:21]([OH:22])=[CH:20][CH:19]=[CH:18][C:4]=1[CH2:5][CH2:6][N:7]1[CH2:12][CH2:11][CH:10]([C:13]([O:15]CC)=[O:14])[CH2:9][CH2:8]1)=[O:2].[OH-].[Na+].Cl, predict the reaction product. The product is: [CH:1]([C:3]1[C:21]([OH:22])=[CH:20][CH:19]=[CH:18][C:4]=1[CH2:5][CH2:6][N:7]1[CH2:8][CH2:9][CH:10]([C:13]([OH:15])=[O:14])[CH2:11][CH2:12]1)=[O:2]. (6) Given the reactants Br[C:2]1[CH:3]=[C:4]2[C:9](=[CH:10][CH:11]=1)[N:8]=[C:7]([C:12]1[O:13][CH:14]=[CH:15][CH:16]=1)[CH:6]=[C:5]2[C:17]([NH:19][C:20]1[CH:21]=[N:22][CH:23]=[CH:24][CH:25]=1)=[O:18].[NH2:26][C:27]1[CH:32]=[CH:31][CH:30]=[CH:29][N:28]=1, predict the reaction product. The product is: [O:13]1[CH:14]=[CH:15][CH:16]=[C:12]1[C:7]1[CH:6]=[C:5]([C:17]([NH:19][C:20]2[CH:21]=[N:22][CH:23]=[CH:24][CH:25]=2)=[O:18])[C:4]2[C:9](=[CH:10][CH:11]=[C:2]([NH:26][C:27]3[CH:32]=[CH:31][CH:30]=[CH:29][N:28]=3)[CH:3]=2)[N:8]=1. (7) Given the reactants [C:1]([OH:8])(=[O:7])[CH2:2][CH2:3][CH2:4][CH2:5][CH3:6].S(=O)(=O)(O)O.[Cl:14]Cl, predict the reaction product. The product is: [Cl:14][CH2:6][CH2:5][CH2:4][CH2:3][CH2:2][C:1]([OH:8])=[O:7].